Predict which catalyst facilitates the given reaction. From a dataset of Catalyst prediction with 721,799 reactions and 888 catalyst types from USPTO. (1) Reactant: [CH3:1][N:2]1[CH2:7][CH2:6][C:5](=[O:8])[CH2:4][C:3]1=[O:9].N1C=CC=CC=1.[F:16][C:17]([F:30])([F:29])[S:18](O[S:18]([C:17]([F:30])([F:29])[F:16])(=[O:20])=[O:19])(=[O:20])=[O:19]. Product: [F:16][C:17]([F:30])([F:29])[S:18]([O:8][C:5]1[CH2:6][CH2:7][N:2]([CH3:1])[C:3](=[O:9])[CH:4]=1)(=[O:20])=[O:19]. The catalyst class is: 4. (2) Reactant: [CH2:11]([C:10]1([CH2:7][O:8][CH2:9][CH2:10][CH2:11][Si](OC)(OC)OC)[CH2:7][O:8][CH2:9]1)C.C[O:20][Si](OC)(OC)OC.[OH-].C[N+](C)(C)C.O.[N+]([O-])(O)=O.[CH2:39]([OH:42])[CH2:40]C. The catalyst class is: 5. Product: [CH3:11][CH:10]([O:20][C:39]([CH3:40])=[O:42])[CH2:9][O:8][CH3:7]. (3) Reactant: [Cl:1][C:2]1[N:11]=[C:10](Cl)[C:9]2[CH2:8][CH2:7][CH2:6][CH:5]([C:13]3[CH:18]=[CH:17][CH:16]=[CH:15][CH:14]=3)[C:4]=2[N:3]=1.[CH3:19][NH:20][CH2:21][CH3:22]. Product: [Cl:1][C:2]1[N:11]=[C:10]([N:20]([CH2:21][CH3:22])[CH3:19])[C:9]2[CH2:8][CH2:7][CH2:6][CH:5]([C:13]3[CH:18]=[CH:17][CH:16]=[CH:15][CH:14]=3)[C:4]=2[N:3]=1. The catalyst class is: 5. (4) Reactant: [Cl:1][C:2]1[CH:7]=[C:6]([NH2:8])[C:5](I)=[CH:4][N:3]=1.[OH-].[Na+].[CH2:12]([O:14]/[CH:15]=[CH:16]/B(/[CH:16]=[CH:15]/[O:14][CH2:12][CH3:13])/[CH:16]=[CH:15]/[O:14][CH2:12][CH3:13])[CH3:13].O. Product: [Cl:1][C:2]1[CH:7]=[C:6]([NH2:8])[C:5](/[CH:13]=[CH:12]/[O:14][CH2:15][CH3:16])=[CH:4][N:3]=1. The catalyst class is: 602. (5) The catalyst class is: 3. Reactant: [CH3:1][N:2]1[CH:6]=[C:5]([C:7](O)=[O:8])[C:4]([C:10]([F:13])([F:12])[F:11])=[N:3]1.[NH2:14][C:15]1[CH:16]=[N:17][CH:18]=[CH:19][CH:20]=1. Product: [N:17]1[CH:18]=[CH:19][CH:20]=[C:15]([NH:14][C:7]([C:5]2[C:4]([C:10]([F:13])([F:12])[F:11])=[N:3][N:2]([CH3:1])[CH:6]=2)=[O:8])[CH:16]=1. (6) Reactant: [NH2:1][C:2]1([CH2:9][C:10]([O:12][CH2:13][CH3:14])=[O:11])[CH2:7][CH2:6][N:5]([CH3:8])[CH2:4][CH2:3]1.CCN(CC)CC.[C:22]1([C:28]#[C:29][C:30]2[O:34][C:33]([C:35](ON3C(=O)CCC3=O)=[O:36])=[CH:32][CH:31]=2)[CH:27]=[CH:26][CH:25]=[CH:24][CH:23]=1. Product: [CH3:8][N:5]1[CH2:4][CH2:3][C:2]([CH2:9][C:10]([O:12][CH2:13][CH3:14])=[O:11])([NH:1][C:35]([C:33]2[O:34][C:30]([C:29]#[C:28][C:22]3[CH:27]=[CH:26][CH:25]=[CH:24][CH:23]=3)=[CH:31][CH:32]=2)=[O:36])[CH2:7][CH2:6]1. The catalyst class is: 2.